Binary Classification. Given a miRNA mature sequence and a target amino acid sequence, predict their likelihood of interaction. From a dataset of Experimentally validated miRNA-target interactions with 360,000+ pairs, plus equal number of negative samples. (1) The miRNA is mmu-miR-3964 with sequence AUAAGGUAGAAAGCACUAAA. The protein sequence of the target gene is MATKTAGVGRWEVVKKGRRPGVGAGAGGRGGGRNRRALGEANGVWKYDLTPAIQTTSTLYERGFENIMKRQNKEQVPPPAVEPKKPGNKKQPKKVATPPNQNQKQGRFRSLEEALKALDVADLQKELDKSQSVFSGNPSIWLKDLASYLNYKLQAPLSEPTLSQHTHDYPYSLVSRELRGIIRGLLAKAAGSLELFFDHCLFTMLQELDKTPGESLHGYRICIQAILQDKPKIATANLGKFLELLRSHQSRPAKCLTIMWALGQAGFANLTEGLKVWLGIMLPVLGIKSLSPFAITYLDR.... Result: 0 (no interaction). (2) The miRNA is hsa-miR-3654 with sequence GACUGGACAAGCUGAGGAA. The protein sequence of the target gene is MEDPNPEENMKQQDSPKERSPQSPGGNICHLGAPKCTRCLITFADSKFQERHMKREHPADFVAQKLQGVLFICFTCARSFPSSKALITHQRSHGPAAKPTLPVATTTAQPTFPCPDCGKTFGQAVSLRRHRQMHEVRAPPGTFACTECGQDFAQEAGLHQHYIRHARGEL. Result: 0 (no interaction).